Dataset: Full USPTO retrosynthesis dataset with 1.9M reactions from patents (1976-2016). Task: Predict the reactants needed to synthesize the given product. Given the product [F:6][C:7]1[CH:8]=[CH:9][C:10]([C:13]2[C:25]([CH:28]=[O:29])=[C:16]3[CH:17]=[CH:18][C:19]([C:21]([F:23])([F:22])[F:24])=[CH:20][N:15]3[N:14]=2)=[CH:11][CH:12]=1, predict the reactants needed to synthesize it. The reactants are: P(Cl)(Cl)(Cl)=O.[F:6][C:7]1[CH:12]=[CH:11][C:10]([C:13]2[CH:25]=[C:16]3[CH:17]=[CH:18][C:19]([C:21]([F:24])([F:23])[F:22])=[CH:20][N:15]3[N:14]=2)=[CH:9][CH:8]=1.CN(C)[CH:28]=[O:29].